Predict the reaction yield, written as a fraction of the theoretical maximum amount of product (1.0 means a 100% yield; for example, 0.34 means a 34% yield). From a dataset of Reaction yield outcomes from USPTO patents with 853,638 reactions. (1) The reactants are Br[C:2]1[CH:9]=[C:6]([CH:7]=[O:8])[C:5]([OH:10])=[CH:4][CH:3]=1.[CH:11]1[C:20]2[C:15](=[CH:16][CH:17]=[CH:18][CH:19]=2)[CH:14]=[CH:13][C:12]=1B(O)O.C([O-])([O-])=O.[K+].[K+]. The catalyst is C1(C)C=CC=CC=1.C1C=CC([P]([Pd]([P](C2C=CC=CC=2)(C2C=CC=CC=2)C2C=CC=CC=2)([P](C2C=CC=CC=2)(C2C=CC=CC=2)C2C=CC=CC=2)[P](C2C=CC=CC=2)(C2C=CC=CC=2)C2C=CC=CC=2)(C2C=CC=CC=2)C2C=CC=CC=2)=CC=1. The product is [CH:19]1[C:20]2[C:15](=[CH:14][CH:13]=[CH:12][CH:11]=2)[CH:16]=[CH:17][C:18]=1[C:2]1[CH:9]=[C:6]([CH:7]=[O:8])[C:5]([OH:10])=[CH:4][CH:3]=1. The yield is 0.583. (2) The product is [C:26]([C@@H:4]([OH:5])[CH:2]([NH2:1])[CH3:3])([O:28][C:29]([CH3:30])([CH3:31])[CH3:32])=[O:27]. The yield is 0.630. The reactants are [NH2:1][C@@H:2]([C:4](O)=[O:5])[CH3:3].[H-].[H-].[H-].[H-].[Li+].[Al+3].C1COCC1.[CH3:30][C:29]([O:28][C:26](O[C:26]([O:28][C:29]([CH3:32])([CH3:31])[CH3:30])=[O:27])=[O:27])([CH3:32])[CH3:31]. The catalyst is C(Cl)Cl. (3) The reactants are [Br:1][C:2]1[C:7]([O:8][CH2:9][CH:10]([NH:15]C(=O)OC(C)(C)C)[CH2:11][CH:12]([CH3:14])[CH3:13])=[CH:6][C:5]2[O:23][CH2:24][C:25]3[C:30]([C:4]=2[CH:3]=1)=[CH:29][CH:28]=[N:27][CH:26]=3.Cl.C(OCC)C. The catalyst is ClCCl. The product is [Br:1][C:2]1[C:7]([O:8][CH2:9][CH:10]([NH2:15])[CH2:11][CH:12]([CH3:14])[CH3:13])=[CH:6][C:5]2[O:23][CH2:24][C:25]3[C:30]([C:4]=2[CH:3]=1)=[CH:29][CH:28]=[N:27][CH:26]=3. The yield is 0.450.